From a dataset of Reaction yield outcomes from USPTO patents with 853,638 reactions. Predict the reaction yield, written as a fraction of the theoretical maximum amount of product (1.0 means a 100% yield; for example, 0.34 means a 34% yield). (1) The reactants are [C:1]([C:5]1[CH:6]=[C:7]([C:20]([OH:22])=O)[N:8]([CH2:10][C:11]2[C:16]([CH3:17])=[CH:15][C:14]([CH3:18])=[CH:13][C:12]=2[CH3:19])[N:9]=1)([CH3:4])([CH3:3])[CH3:2].[N+:23]([C:26]1[CH:27]=[C:28]([S:32]([NH2:35])(=[O:34])=[O:33])[CH:29]=[CH:30][CH:31]=1)([O-:25])=[O:24].CN(C(ON1N=NC2C=CC=NC1=2)=[N+](C)C)C.F[P-](F)(F)(F)(F)F.C(N(CC)CC)C. The catalyst is CN(C)C=O. The product is [C:1]([C:5]1[CH:6]=[C:7]([C:20]([NH:35][S:32]([C:28]2[CH:29]=[CH:30][CH:31]=[C:26]([N+:23]([O-:25])=[O:24])[CH:27]=2)(=[O:34])=[O:33])=[O:22])[N:8]([CH2:10][C:11]2[C:16]([CH3:17])=[CH:15][C:14]([CH3:18])=[CH:13][C:12]=2[CH3:19])[N:9]=1)([CH3:2])([CH3:4])[CH3:3]. The yield is 0.609. (2) The reactants are [CH3:1][C:2]([CH2:10][CH2:11][CH:12]=[C:13]([CH3:25])[CH2:14][CH2:15][CH:16]=[C:17]([CH3:24])[CH2:18][CH2:19][CH:20]=[C:21]([CH3:23])[CH3:22])=[CH:3][CH2:4][CH2:5][C:6](OC)=[O:7].CC/C(/C)=C/CC/C(/C)=C/CC/C(/C)=C/CC/C(/C)=C/CCC(O)=O.CC(CCC=C(C)CCC=C(C)CCC=C(C)C)=CCCC(OC)=O.C(CC(OC)=O)C=C(CCC=C(CCC=C(C)C)C)C. No catalyst specified. The product is [CH3:1][C:2]([CH2:10][CH2:11][CH:12]=[C:13]([CH3:25])[CH2:14][CH2:15][CH:16]=[C:17]([CH3:24])[CH2:18][CH2:19][CH:20]=[C:21]([CH3:23])[CH3:22])=[CH:3][CH2:4][CH2:5][CH2:6][OH:7]. The yield is 0.830. (3) The reactants are [C:1]1([N:7]2[C:12](=O)C3SC=C(C4C=CC=CC=4)C=3N=C2)[CH:6]=[CH:5][CH:4]=[CH:3][CH:2]=1.[NH2:23][C:24]1[C:28]([C:29]2[CH:34]=[CH:33][CH:32]=[CH:31][C:30]=2[Cl:35])=[CH:27][S:26][C:25]=1[C:36]([O:38]C)=O.C(OCC)(OCC)OCC.[Cl:50]C1C=CC(N)=CC=1. The catalyst is C(O)(=O)C. The product is [Cl:35][C:30]1[CH:31]=[CH:32][CH:33]=[CH:34][C:29]=1[C:28]1[C:24]2[N:23]=[CH:12][N:7]([C:1]3[CH:6]=[CH:5][C:4]([Cl:50])=[CH:3][CH:2]=3)[C:36](=[O:38])[C:25]=2[S:26][CH:27]=1. The yield is 0.230. (4) The reactants are [F:1][C:2]1[CH:7]=[CH:6][CH:5]=[C:4]([F:8])[C:3]=1[C:9]1[N:14]=[C:13]([C:15]([NH:17][C:18]2[C:19]([N:28]3[CH2:33][CH2:32][CH2:31][C@H:30]([NH:34][C:35](=[O:41])[O:36][C:37]([CH3:40])([CH3:39])[CH3:38])[CH2:29]3)=[C:20]3[CH2:26][CH2:25][CH:24]([OH:27])[C:21]3=[N:22][CH:23]=2)=[O:16])[CH:12]=[CH:11][C:10]=1[F:42].CC(OI1(OC(C)=O)(OC(C)=O)OC(=O)C2C=CC=CC1=2)=O.[OH-].[Na+]. The catalyst is C(Cl)Cl.CO. The product is [F:8][C:4]1[CH:5]=[CH:6][CH:7]=[C:2]([F:1])[C:3]=1[C:9]1[N:14]=[C:13]([C:15]([NH:17][C:18]2[C:19]([N:28]3[CH2:33][CH2:32][CH2:31][C@H:30]([NH:34][C:35](=[O:41])[O:36][C:37]([CH3:38])([CH3:39])[CH3:40])[CH2:29]3)=[C:20]3[CH2:26][CH2:25][C:24](=[O:27])[C:21]3=[N:22][CH:23]=2)=[O:16])[CH:12]=[CH:11][C:10]=1[F:42]. The yield is 0.410. (5) The reactants are BrC1C(NCC(OCC)=O)=NC=C(Br)N=1.Cl.C(N)C.C(N(CC)C(C)C)(C)C.[Br:29][C:30]1[N:31]=[C:32]([NH:43][CH2:44][CH3:45])[C:33]([NH:36][CH2:37][C:38](OCC)=[O:39])=[N:34][CH:35]=1. The catalyst is CN1C(=O)CCC1.CO.C(O)(=O)C.C(OCC)(=O)C.O. The product is [Br:29][C:30]1[N:31]=[C:32]2[N:43]([CH2:44][CH3:45])[C:38](=[O:39])[CH2:37][NH:36][C:33]2=[N:34][CH:35]=1. The yield is 0.770. (6) The reactants are [O:1]=[C:2]1[CH2:6][CH2:5][C@@H:4]([C:7]([O:9][CH2:10][C:11]2[CH:16]=[CH:15][CH:14]=[CH:13][CH:12]=2)=[O:8])[CH2:3]1.[Cl-].[NH4+].Br[CH2:20][CH:21]=[CH2:22]. The catalyst is C1COCC1.[Zn]. The product is [CH2:22]([C:2]1([OH:1])[CH2:6][CH2:5][C@@H:4]([C:7]([O:9][CH2:10][C:11]2[CH:12]=[CH:13][CH:14]=[CH:15][CH:16]=2)=[O:8])[CH2:3]1)[CH:21]=[CH2:20]. The yield is 0.486. (7) The reactants are [F:8][C:7]([F:10])([F:9])[C:6](O[C:6](=[O:11])[C:7]([F:10])([F:9])[F:8])=[O:11].[Cl:14][C:15]1[CH:20]=[CH:19][CH:18]=[CH:17][C:16]=1[CH:21]([CH3:24])[CH2:22][NH2:23].CS(O)(=O)=O.[Br:30]N1C(C)(C)C(=O)N(Br)C1=O. The catalyst is C(Cl)Cl. The product is [Br:30][C:19]1[CH:18]=[CH:17][C:16]([CH:21]([CH3:24])[CH2:22][NH:23][C:6](=[O:11])[C:7]([F:8])([F:9])[F:10])=[C:15]([Cl:14])[CH:20]=1. The yield is 0.500.